Task: Predict the product of the given reaction.. Dataset: Forward reaction prediction with 1.9M reactions from USPTO patents (1976-2016) Given the reactants [C:1]1([CH3:17])[CH:6]=[CH:5][C:4]([S:7]([N:10]2[CH:14]=[C:13]([CH2:15][OH:16])[CH:12]=[N:11]2)(=[O:9])=[O:8])=[CH:3][CH:2]=1.CC(OI1(OC(C)=O)(OC(C)=O)OC(=O)C2C=CC=CC1=2)=O, predict the reaction product. The product is: [C:1]1([CH3:17])[CH:2]=[CH:3][C:4]([S:7]([N:10]2[CH:14]=[C:13]([CH:15]=[O:16])[CH:12]=[N:11]2)(=[O:9])=[O:8])=[CH:5][CH:6]=1.